This data is from Catalyst prediction with 721,799 reactions and 888 catalyst types from USPTO. The task is: Predict which catalyst facilitates the given reaction. Reactant: [O:1]=[C:2]1[N:6]([C:7]2[CH:12]=[CH:11][CH:10]=[CH:9][CH:8]=2)[CH2:5][C:4]2([CH2:17][CH2:16][CH:15]([C:18]([O:20]CC)=[O:19])[CH2:14][CH2:13]2)[O:3]1.O.[OH-].[Li+].Cl. Product: [O:1]=[C:2]1[N:6]([C:7]2[CH:12]=[CH:11][CH:10]=[CH:9][CH:8]=2)[CH2:5][C:4]2([CH2:17][CH2:16][CH:15]([C:18]([OH:20])=[O:19])[CH2:14][CH2:13]2)[O:3]1. The catalyst class is: 24.